From a dataset of Catalyst prediction with 721,799 reactions and 888 catalyst types from USPTO. Predict which catalyst facilitates the given reaction. (1) Reactant: [Br:1][C:2]1[CH:10]=[CH:9][C:5]([C:6](O)=[O:7])=[CH:4][C:3]=1[Cl:11].[CH3:12][NH:13][CH3:14].C1COCC1.C(N(CC)C(C)C)(C)C.F[P-](F)(F)(F)(F)F.N1(OC(N(C)C)=[N+](C)C)C2N=CC=CC=2N=N1. Product: [Br:1][C:2]1[CH:10]=[CH:9][C:5]([C:6]([N:13]([CH3:14])[CH3:12])=[O:7])=[CH:4][C:3]=1[Cl:11]. The catalyst class is: 18. (2) Reactant: [Br:1][C:2]1[CH:7]=[CH:6][C:5]([C:8]2[CH:12]=[C:11]([NH2:13])[NH:10][N:9]=2)=[CH:4][CH:3]=1.CO[CH:16](OC)[CH2:17][CH:18](OC)OC. Product: [Br:1][C:2]1[CH:3]=[CH:4][C:5]([C:8]2[CH:12]=[C:11]3[N:13]=[CH:16][CH:17]=[CH:18][N:10]3[N:9]=2)=[CH:6][CH:7]=1. The catalyst class is: 52. (3) Reactant: [CH3:1][C:2]1[CH:3]=[C:4]([C:19]2[S:23][C:22]([C:24](O)([CH3:26])[CH3:25])=[N:21][CH:20]=2)[CH:5]=[C:6]([NH:8][C:9]2[N:14]=[C:13]([C:15]([F:18])([F:17])[F:16])[CH:12]=[CH:11][N:10]=2)[CH:7]=1.[SiH](CC)(CC)CC.C(O)(C(F)(F)F)=O. Product: [CH3:1][C:2]1[CH:7]=[C:6]([NH:8][C:9]2[N:14]=[C:13]([C:15]([F:16])([F:18])[F:17])[CH:12]=[CH:11][N:10]=2)[CH:5]=[C:4]([C:19]2[S:23][C:22]([CH:24]([CH3:26])[CH3:25])=[N:21][CH:20]=2)[CH:3]=1. The catalyst class is: 124.